Predict the reaction yield, written as a fraction of the theoretical maximum amount of product (1.0 means a 100% yield; for example, 0.34 means a 34% yield). From a dataset of Reaction yield outcomes from USPTO patents with 853,638 reactions. (1) The reactants are [CH:1]([N:4]1[CH2:9][CH2:8][N:7]([C:10]2[CH:11]=[CH:12][C:13]([NH2:16])=[N:14][CH:15]=2)[CH2:6][CH2:5]1)([CH3:3])[CH3:2].Br[C:18]1[C:19](=[O:26])[N:20]([CH3:25])[N:21]=[C:22]([Cl:24])[CH:23]=1.C(=O)([O-])[O-].[Cs+].[Cs+].C1(P(C2C=CC=CC=2)C2C3OC4C(=CC=CC=4P(C4C=CC=CC=4)C4C=CC=CC=4)C(C)(C)C=3C=CC=2)C=CC=CC=1. The catalyst is C1C=CC(/C=C/C(/C=C/C2C=CC=CC=2)=O)=CC=1.C1C=CC(/C=C/C(/C=C/C2C=CC=CC=2)=O)=CC=1.C1C=CC(/C=C/C(/C=C/C2C=CC=CC=2)=O)=CC=1.[Pd].[Pd].O1CCOCC1. The product is [Cl:24][C:22]1[CH:23]=[C:18]([NH:16][C:13]2[CH:12]=[CH:11][C:10]([N:7]3[CH2:6][CH2:5][N:4]([CH:1]([CH3:3])[CH3:2])[CH2:9][CH2:8]3)=[CH:15][N:14]=2)[C:19](=[O:26])[N:20]([CH3:25])[N:21]=1. The yield is 0.830. (2) The yield is 0.850. The reactants are [Cl-].[CH3:2][C:3]1[N:7]2[N:8]=[C:9]([CH2:12][P+](C3C=CC=CC=3)(C3C=CC=CC=3)C3C=CC=CC=3)[CH:10]=[CH:11][C:6]2=[N:5][C:4]=1[C:32]([F:35])([F:34])[F:33].C1CCN2C(=NCCC2)CC1.[CH3:47][N:48]1[C:52]([CH:53]=O)=[N:51][C:50]([N:55]2[CH2:59][CH2:58][CH2:57][CH2:56]2)=[N:49]1. The catalyst is C1COCC1. The product is [CH3:2][C:3]1[N:7]2[N:8]=[C:9](/[CH:12]=[CH:53]/[C:52]3[N:48]([CH3:47])[N:49]=[C:50]([N:55]4[CH2:59][CH2:58][CH2:57][CH2:56]4)[N:51]=3)[CH:10]=[CH:11][C:6]2=[N:5][C:4]=1[C:32]([F:33])([F:34])[F:35]. (3) The reactants are [Cl-].[C:2]([C:4]1[C:16]([N+:17]([O-:19])=[O:18])=[CH:15][CH:14]=[CH:13][C:5]=1[O:6][CH2:7][C@H:8]1[CH2:12][CH2:11][CH2:10][NH2+:9]1)#[N:3].[CH2:20]([N:22]=[C:23]=[O:24])[CH3:21]. No catalyst specified. The product is [C:2]([C:4]1[C:16]([N+:17]([O-:19])=[O:18])=[CH:15][CH:14]=[CH:13][C:5]=1[O:6][CH2:7][C@H:8]1[CH2:12][CH2:11][CH2:10][N:9]1[C:23]([NH:22][CH2:20][CH3:21])=[O:24])#[N:3]. The yield is 0.950. (4) The reactants are [Br:1]N1C(=O)CCC1=O.[F:9][CH:10]([F:40])[O:11][CH:12]([C:17]1[C:22]2[N:23]3[CH2:29][CH2:28][CH2:27][N:26]([C:30]4[C:31]([CH3:39])=[N:32][C:33]([O:37][CH3:38])=[N:34][C:35]=4[CH3:36])[C:24]3=[N:25][C:21]=2[CH:20]=[CH:19][CH:18]=1)[C:13]([F:16])([F:15])[F:14]. The catalyst is C(#N)C.C(=O)([O-])O.[Na+]. The product is [Br:1][C:20]1[C:21]2[N:25]=[C:24]3[N:26]([C:30]4[C:35]([CH3:36])=[N:34][C:33]([O:37][CH3:38])=[N:32][C:31]=4[CH3:39])[CH2:27][CH2:28][CH2:29][N:23]3[C:22]=2[C:17]([CH:12]([O:11][CH:10]([F:9])[F:40])[C:13]([F:16])([F:15])[F:14])=[CH:18][CH:19]=1. The yield is 0.600. (5) The reactants are CNC1[S:7][CH:6]=[N:5]C=1.O.O[N:10]1[C:14]2[CH:15]=[CH:16][CH:16]=[CH:15][C:14]=2[N:10]=N1.Cl.CN(C)CCCN=C=NCC.[CH3:31][O:32][C:33]1[CH:38]=[CH:37][C:36]([S:39][C:40]2[C:41]([C:52]([OH:54])=O)=[N:42][C:43]([S:46][C:47]3[NH:51][CH:50]=[N:49][N:48]=3)=[CH:44][CH:45]=2)=[CH:35][CH:34]=1.C(=O)([O-])O.[Na+]. The catalyst is ClCCl. The yield is 0.150. The product is [CH3:31][O:32][C:33]1[CH:38]=[CH:37][C:36]([S:39][C:40]2[C:41]([C:52]([NH:5][C:6]3[S:7][C:15]([CH3:16])=[CH:14][N:10]=3)=[O:54])=[N:42][C:43]([S:46][C:47]3[NH:51][CH:50]=[N:49][N:48]=3)=[CH:44][CH:45]=2)=[CH:35][CH:34]=1. (6) The reactants are [NH2:1][C:2]1[CH:3]=[N:4][N:5]([CH3:20])[C:6]=1[N:7]1[CH2:11][CH2:10][C@@H:9]([NH:12]C(=O)OC(C)(C)C)[CH2:8]1.C(OC([NH:28][C:29]1[S:33][C:32]([C:34]2[C:39]([F:40])=[CH:38][CH:37]=[CH:36][C:35]=2[F:41])=[N:31][C:30]=1[C:42](O)=[O:43])=O)(C)(C)C.CN(C(ON1N=NC2C=CC=NC1=2)=[N+](C)C)C.F[P-](F)(F)(F)(F)F. No catalyst specified. The product is [NH2:28][C:29]1[S:33][C:32]([C:34]2[C:39]([F:40])=[CH:38][CH:37]=[CH:36][C:35]=2[F:41])=[N:31][C:30]=1[C:42]([NH:1][C:2]1[CH:3]=[N:4][N:5]([CH3:20])[C:6]=1[N:7]1[CH2:11][CH2:10][C@@H:9]([NH2:12])[CH2:8]1)=[O:43]. The yield is 0.320. (7) The reactants are [OH:1][C:2]1[CH:3]=[C:4]2[C:9](=[CH:10][C:11]=1[O:12][CH3:13])[CH:8]([CH2:14][C:15]1[CH:20]=[CH:19][CH:18]=[C:17]([O:21][CH2:22][CH3:23])[CH:16]=1)[NH:7][CH:6]=[C:5]2[CH:24]=[O:25]. The catalyst is C(Cl)(Cl)Cl.[O-2].[Mn+4].[O-2]. The product is [OH:1][C:2]1[CH:3]=[C:4]2[C:9](=[CH:10][C:11]=1[O:12][CH3:13])[C:8]([CH2:14][C:15]1[CH:20]=[CH:19][CH:18]=[C:17]([O:21][CH2:22][CH3:23])[CH:16]=1)=[N:7][CH:6]=[C:5]2[CH:24]=[O:25]. The yield is 0.890. (8) The reactants are [O:1]=[S:2]1(=[O:30])[C:7]2[CH:8]=[CH:9][CH:10]=[CH:11][C:6]=2[NH:5][C:4]([C:12]2[C:13](=[O:29])[N:14]([CH2:23][C:24]([O:26]CC)=[O:25])[C:15]3[C:20]([C:21]=2[OH:22])=[CH:19][CH:18]=[CH:17][N:16]=3)=[N:3]1.C1COCC1.[OH-].[Li+].Cl. The catalyst is CO. The product is [O:30]=[S:2]1(=[O:1])[C:7]2[CH:8]=[CH:9][CH:10]=[CH:11][C:6]=2[NH:5][C:4]([C:12]2[C:13](=[O:29])[N:14]([CH2:23][C:24]([OH:26])=[O:25])[C:15]3[C:20]([C:21]=2[OH:22])=[CH:19][CH:18]=[CH:17][N:16]=3)=[N:3]1. The yield is 0.860.